From a dataset of Forward reaction prediction with 1.9M reactions from USPTO patents (1976-2016). Predict the product of the given reaction. (1) Given the reactants [CH3:1][O:2][C:3]1[CH:4]=[C:5]2[C:10](=[CH:11][C:12]=1[O:13][CH3:14])[N:9]=[CH:8][CH:7]=[C:6]2[O:15][C:16]1[CH:22]=[CH:21][C:19]([NH2:20])=[CH:18][CH:17]=1.[CH2:23](N(CC)CC)C.[C:30](Cl)(Cl)=[S:31].[CH2:34]([N:36]([CH2:41][CH3:42])[CH2:37][CH:38]([NH2:40])C)[CH3:35], predict the reaction product. The product is: [CH3:1][O:2][C:3]1[CH:4]=[C:5]2[C:10](=[CH:11][C:12]=1[O:13][CH3:14])[N:9]=[CH:8][CH:7]=[C:6]2[O:15][C:16]1[CH:22]=[CH:21][C:19]([NH:20][C:30]([NH:40][CH2:38][CH:37]([N:36]([CH2:34][CH3:35])[CH2:41][CH3:42])[CH3:23])=[S:31])=[CH:18][CH:17]=1. (2) Given the reactants [CH3:1][C@@H:2]([CH2:25][N:26]1[CH2:31][CH2:30][N:29]([C:32]2[CH:37]=[CH:36][C:35]([C:38]([F:41])([F:40])[F:39])=[CH:34][CH:33]=2)[CH2:28][CH2:27]1)[C:3]([N:5]1[CH2:10][CH2:9][CH:8]([NH:11][C:12]2[CH:17]=[CH:16][C:15]([N+:18]([O-:20])=[O:19])=[C:14]([C:21]([F:24])([F:23])[F:22])[CH:13]=2)[CH2:7][CH2:6]1)=O.COC1C=CC(P2(SP(C3C=CC(OC)=CC=3)(=S)S2)=[S:51])=CC=1, predict the reaction product. The product is: [CH3:1][CH:2]([CH2:25][N:26]1[CH2:31][CH2:30][N:29]([C:32]2[CH:37]=[CH:36][C:35]([C:38]([F:41])([F:40])[F:39])=[CH:34][CH:33]=2)[CH2:28][CH2:27]1)[C:3]([N:5]1[CH2:10][CH2:9][CH:8]([NH:11][C:12]2[CH:17]=[CH:16][C:15]([N+:18]([O-:20])=[O:19])=[C:14]([C:21]([F:24])([F:23])[F:22])[CH:13]=2)[CH2:7][CH2:6]1)=[S:51]. (3) Given the reactants [OH:1][CH:2]1[CH2:5][N:4]([C:6]2[O:7][CH:8]=[C:9]([C:11](=[O:31])[NH:12][C@H:13]3[CH2:17][CH2:16][N:15]([C:18]([O:20][CH2:21][C:22]4[CH:27]=[CH:26][C:25]([N+:28]([O-:30])=[O:29])=[CH:24][CH:23]=4)=[O:19])[CH2:14]3)[N:10]=2)[CH2:3]1.[CH3:32][S:33](Cl)(=[O:35])=[O:34].C(N(CC)CC)C, predict the reaction product. The product is: [CH3:32][S:33]([O:1][CH:2]1[CH2:3][N:4]([C:6]2[O:7][CH:8]=[C:9]([C:11](=[O:31])[NH:12][C@H:13]3[CH2:17][CH2:16][N:15]([C:18]([O:20][CH2:21][C:22]4[CH:27]=[CH:26][C:25]([N+:28]([O-:30])=[O:29])=[CH:24][CH:23]=4)=[O:19])[CH2:14]3)[N:10]=2)[CH2:5]1)(=[O:35])=[O:34]. (4) Given the reactants Br[C:2]1[CH:3]=[CH:4][C:5]2[N:9]=[CH:8][N:7]([CH2:10][C:11]3[CH:16]=[CH:15][CH:14]=[C:13]([F:17])[CH:12]=3)[C:6]=2[CH:18]=1.[Cl:19][C:20]1[C:21](B2OC(C)(C)C(C)(C)O2)=[CH:22][C:23]([F:26])=[N:24][CH:25]=1.C(=O)([O-])[O-].[Na+].[Na+], predict the reaction product. The product is: [Cl:19][C:20]1[C:21]([C:2]2[CH:3]=[CH:4][C:5]3[N:9]=[CH:8][N:7]([CH2:10][C:11]4[CH:16]=[CH:15][CH:14]=[C:13]([F:17])[CH:12]=4)[C:6]=3[CH:18]=2)=[CH:22][C:23]([F:26])=[N:24][CH:25]=1.